Dataset: NCI-60 drug combinations with 297,098 pairs across 59 cell lines. Task: Regression. Given two drug SMILES strings and cell line genomic features, predict the synergy score measuring deviation from expected non-interaction effect. (1) Drug 1: C1=CC(=CC=C1CCC2=CNC3=C2C(=O)NC(=N3)N)C(=O)NC(CCC(=O)O)C(=O)O. Drug 2: C1CCC(CC1)NC(=O)N(CCCl)N=O. Cell line: CAKI-1. Synergy scores: CSS=28.2, Synergy_ZIP=-12.4, Synergy_Bliss=-9.07, Synergy_Loewe=-3.93, Synergy_HSA=-3.59. (2) Drug 2: B(C(CC(C)C)NC(=O)C(CC1=CC=CC=C1)NC(=O)C2=NC=CN=C2)(O)O. Synergy scores: CSS=3.58, Synergy_ZIP=1.55, Synergy_Bliss=4.67, Synergy_Loewe=4.86, Synergy_HSA=3.12. Cell line: IGROV1. Drug 1: CC1=CC2C(CCC3(C2CCC3(C(=O)C)OC(=O)C)C)C4(C1=CC(=O)CC4)C. (3) Drug 1: CCC(=C(C1=CC=CC=C1)C2=CC=C(C=C2)OCCN(C)C)C3=CC=CC=C3.C(C(=O)O)C(CC(=O)O)(C(=O)O)O. Drug 2: CC1=C(C=C(C=C1)C(=O)NC2=CC(=CC(=C2)C(F)(F)F)N3C=C(N=C3)C)NC4=NC=CC(=N4)C5=CN=CC=C5. Cell line: NCI-H460. Synergy scores: CSS=-0.327, Synergy_ZIP=0.596, Synergy_Bliss=0.587, Synergy_Loewe=-0.261, Synergy_HSA=-0.890. (4) Drug 1: CCC1(C2=C(COC1=O)C(=O)N3CC4=CC5=C(C=CC(=C5CN(C)C)O)N=C4C3=C2)O.Cl. Synergy scores: CSS=17.2, Synergy_ZIP=-2.67, Synergy_Bliss=-0.519, Synergy_Loewe=-14.8, Synergy_HSA=-1.68. Cell line: MCF7. Drug 2: C(CCl)NC(=O)N(CCCl)N=O. (5) Drug 1: CNC(=O)C1=CC=CC=C1SC2=CC3=C(C=C2)C(=NN3)C=CC4=CC=CC=N4. Drug 2: C1=NC(=NC(=O)N1C2C(C(C(O2)CO)O)O)N. Cell line: IGROV1. Synergy scores: CSS=1.83, Synergy_ZIP=0.555, Synergy_Bliss=2.64, Synergy_Loewe=1.71, Synergy_HSA=1.73. (6) Drug 1: C1CCC(CC1)NC(=O)N(CCCl)N=O. Drug 2: C(CN)CNCCSP(=O)(O)O. Cell line: NCI-H460. Synergy scores: CSS=2.39, Synergy_ZIP=-3.83, Synergy_Bliss=-5.02, Synergy_Loewe=-7.88, Synergy_HSA=-4.59.